This data is from Catalyst prediction with 721,799 reactions and 888 catalyst types from USPTO. The task is: Predict which catalyst facilitates the given reaction. (1) Reactant: C[O-].[Na+].[Br:4][C:5]1[C:10]([CH3:11])=[CH:9][C:8]([N:12]([C:17]([CH3:24])([CH3:23])[C:18](OCC)=[O:19])[S:13](=[O:16])(=[O:15])[NH2:14])=[CH:7][C:6]=1[CH3:25]. Product: [Br:4][C:5]1[C:10]([CH3:11])=[CH:9][C:8]([N:12]2[S:13](=[O:16])(=[O:15])[NH:14][C:18](=[O:19])[C:17]2([CH3:24])[CH3:23])=[CH:7][C:6]=1[CH3:25]. The catalyst class is: 125. (2) Reactant: [Br:1][C:2]1[N:7]=[C:6]([C@@H:8]([OH:10])[CH3:9])[CH:5]=[CH:4][CH:3]=1.[Cl:11][C:12]1[CH:17]=[CH:16][CH:15]=[CH:14][C:13]=1O.C1(P(C2C=CC=CC=2)C2C=CC=CC=2)C=CC=CC=1.N(C(OC(C)C)=O)=NC(OC(C)C)=O. Product: [Br:1][C:2]1[CH:3]=[CH:4][CH:5]=[C:6]([C@H:8]([O:10][C:13]2[CH:14]=[CH:15][CH:16]=[CH:17][C:12]=2[Cl:11])[CH3:9])[N:7]=1. The catalyst class is: 7. (3) Reactant: [F:1][CH:2]([F:6])[C:3](O)=[O:4].CN(C(ON1N=NC2C=CC=NC1=2)=[N+](C)C)C.F[P-](F)(F)(F)(F)F.CCN(C(C)C)C(C)C.OC(C(F)(F)F)=O.[F:47][CH:48]([F:77])[CH2:49][NH:50][C:51]1[N:56]=[C:55]2[CH:57]([CH3:61])[NH:58][CH2:59][CH2:60][C:54]2=[N:53][C:52]=1[N:62]1[CH2:67][CH2:66][CH:65]([O:68][C:69]2[CH:74]=[CH:73][C:72]([F:75])=[CH:71][C:70]=2[F:76])[CH2:64][CH2:63]1. Product: [F:77][CH:48]([F:47])[CH2:49][NH:50][C:51]1[N:56]=[C:55]2[CH:57]([CH3:61])[N:58]([C:3](=[O:4])[CH:2]([F:6])[F:1])[CH2:59][CH2:60][C:54]2=[N:53][C:52]=1[N:62]1[CH2:67][CH2:66][CH:65]([O:68][C:69]2[CH:74]=[CH:73][C:72]([F:75])=[CH:71][C:70]=2[F:76])[CH2:64][CH2:63]1. The catalyst class is: 3. (4) Reactant: CCN(C(C)C)C(C)C.[C:10]1([C:23]2[CH:28]=[CH:27][CH:26]=[CH:25][CH:24]=2)[CH:15]=[CH:14][C:13]([C:16]([NH:18][CH2:19][C:20]([OH:22])=O)=[O:17])=[CH:12][CH:11]=1.C1C=CC2N(O)N=NC=2C=1.CCN=C=NCCCN(C)C.FC(F)(F)C(O)=O.NCC([N:61]1[CH2:66][CH2:65][N:64]([C:67](=[O:77])[C:68]2[CH:73]=[C:72]([O:74][CH3:75])[CH:71]=[CH:70][C:69]=2[Br:76])[CH:63]([CH3:78])[CH2:62]1)=O. Product: [Br:76][C:69]1[CH:70]=[CH:71][C:72]([O:74][CH3:75])=[CH:73][C:68]=1[C:67]([N:64]1[CH2:65][CH2:66][N:61]([C:20](=[O:22])[CH2:19][NH:18][C:16]([C:13]2[CH:12]=[CH:11][C:10]([C:23]3[CH:28]=[CH:27][CH:26]=[CH:25][CH:24]=3)=[CH:15][CH:14]=2)=[O:17])[CH2:62][CH:63]1[CH3:78])=[O:77]. The catalyst class is: 18.